From a dataset of Forward reaction prediction with 1.9M reactions from USPTO patents (1976-2016). Predict the product of the given reaction. Given the reactants [Cl:1][C:2]1[CH:3]=[C:4]2[C:9](=[CH:10][CH:11]=1)[C:8](=[O:12])[N:7]([NH:13][CH3:14])[C:6]([C:15]([OH:17])=[O:16])=[C:5]2[C:18]1[CH:23]=[CH:22][CH:21]=[CH:20][CH:19]=1.C(N(CC)CC)C.Cl[C:32]([O:34][CH2:35][C:36]1[CH:41]=[CH:40][CH:39]=[CH:38][CH:37]=1)=[O:33].C(=O)([O-])O.[Na+], predict the reaction product. The product is: [CH2:35]([O:34][C:32]([N:13]([CH3:14])[N:7]1[C:6]([C:15]([OH:17])=[O:16])=[C:5]([C:18]2[CH:23]=[CH:22][CH:21]=[CH:20][CH:19]=2)[C:4]2[C:9](=[CH:10][CH:11]=[C:2]([Cl:1])[CH:3]=2)[C:8]1=[O:12])=[O:33])[C:36]1[CH:41]=[CH:40][CH:39]=[CH:38][CH:37]=1.